This data is from Full USPTO retrosynthesis dataset with 1.9M reactions from patents (1976-2016). The task is: Predict the reactants needed to synthesize the given product. (1) Given the product [CH3:11][O:10][C:4]1[CH:3]=[C:2]([C:17]2[CH:18]=[CH:19][C:14]([O:13][CH3:12])=[CH:15][C:16]=2[C:23]([F:24])([F:25])[F:26])[CH:9]=[CH:8][C:5]=1[CH:6]=[O:7], predict the reactants needed to synthesize it. The reactants are: Br[C:2]1[CH:9]=[CH:8][C:5]([CH:6]=[O:7])=[C:4]([O:10][CH3:11])[CH:3]=1.[CH3:12][O:13][C:14]1[CH:19]=[CH:18][C:17](B(O)O)=[C:16]([C:23]([F:26])([F:25])[F:24])[CH:15]=1.C(=O)([O-])[O-].[K+].[K+].C1(C)C=CC=CC=1. (2) Given the product [CH3:1][C:2]1([CH3:11])[C@H:7]2[CH2:8][C@@H:3]1[CH2:4][CH2:5][C@H:6]2[CH2:9][S:10][CH:15]([CH3:19])[C:16]([OH:18])=[O:17], predict the reactants needed to synthesize it. The reactants are: [CH3:1][C:2]1([CH3:11])[C@H:7]2[CH2:8][C@@H:3]1[CH2:4][CH2:5][C@H:6]2[CH2:9][SH:10].[OH-].[K+].Cl[CH:15]([CH3:19])[C:16]([OH:18])=[O:17].Cl. (3) The reactants are: [CH3:1][O:2][C:3]1[C:8]2[CH2:9][CH2:10][CH2:11][C:12](=O)[CH2:13][C:7]=2[CH:6]=[CH:5][C:4]=1[N+:15]([O-:17])=[O:16].[N:18]1([CH2:24][CH2:25][OH:26])[CH2:23][CH2:22][NH:21][CH2:20][CH2:19]1.C(O)(=O)C.C(O[BH-](OC(=O)C)OC(=O)C)(=O)C.[Na+].C(=O)(O)[O-].[Na+].[OH-].[Na+]. Given the product [CH3:1][O:2][C:3]1[C:8]2[CH2:9][CH2:10][CH2:11][CH:12]([N:21]3[CH2:22][CH2:23][N:18]([CH2:24][CH2:25][OH:26])[CH2:19][CH2:20]3)[CH2:13][C:7]=2[CH:6]=[CH:5][C:4]=1[N+:15]([O-:17])=[O:16], predict the reactants needed to synthesize it. (4) Given the product [Cl:6][C:7]1[C:8]([CH:23]([S:32]([C:35]2[CH:36]=[CH:37][C:38]([Cl:41])=[CH:39][CH:40]=2)(=[O:34])=[O:33])[C:24]2[CH:29]=[C:28]([F:30])[CH:27]=[CH:26][C:25]=2[F:31])=[CH:9][C:10]([NH:13][S:14]([CH2:17][CH2:18][OH:19])(=[O:16])=[O:15])=[N:11][CH:12]=1, predict the reactants needed to synthesize it. The reactants are: O1CCCC1.[Cl:6][C:7]1[C:8]([CH:23]([S:32]([C:35]2[CH:40]=[CH:39][C:38]([Cl:41])=[CH:37][CH:36]=2)(=[O:34])=[O:33])[C:24]2[CH:29]=[C:28]([F:30])[CH:27]=[CH:26][C:25]=2[F:31])=[CH:9][C:10]([NH:13][S:14]([CH2:17][C:18](OCC)=[O:19])(=[O:16])=[O:15])=[N:11][CH:12]=1.[H-].[Al+3].[Li+].[H-].[H-].[H-].[Cl-].[NH4+]. (5) Given the product [NH2:32][CH2:31][C:29]1([CH2:33][NH:34][C:2]2[C:11]3[C:6](=[CH:7][CH:8]=[C:9]([CH2:12][OH:13])[CH:10]=3)[N:5]=[C:4]([N:14]3[CH2:20][C:19]4[CH:21]=[CH:22][CH:23]=[CH:24][C:18]=4[S:17](=[O:26])(=[O:25])[CH2:16][CH2:15]3)[CH:3]=2)[CH2:30][O:27][CH2:28]1, predict the reactants needed to synthesize it. The reactants are: Cl[C:2]1[C:11]2[C:6](=[CH:7][CH:8]=[C:9]([CH2:12][OH:13])[CH:10]=2)[N:5]=[C:4]([N:14]2[CH2:20][C:19]3[CH:21]=[CH:22][CH:23]=[CH:24][C:18]=3[S:17](=[O:26])(=[O:25])[CH2:16][CH2:15]2)[CH:3]=1.[O:27]1[CH2:30][C:29]([CH2:33][NH2:34])([CH2:31][NH2:32])[CH2:28]1. (6) Given the product [Cl:16][CH:17]([CH3:21])[C:18]([N:6]1[C:7]2[CH:15]=[CH:14][CH:13]=[CH:12][C:8]=2[CH2:9][CH2:10][C:11]2[CH:1]=[CH:2][CH:3]=[CH:4][C:5]1=2)=[O:19], predict the reactants needed to synthesize it. The reactants are: [CH:1]1[C:11]2[CH2:10][CH2:9][C:8]3[CH:12]=[CH:13][CH:14]=[CH:15][C:7]=3[NH:6][C:5]=2[CH:4]=[CH:3][CH:2]=1.[Cl:16][CH2:17][C:18](Cl)=[O:19].[C:21]1(C)C=CC=CC=1.